From a dataset of Catalyst prediction with 721,799 reactions and 888 catalyst types from USPTO. Predict which catalyst facilitates the given reaction. (1) Reactant: [C:1]1([C:7]2[S:11][CH:10]=[C:9]([CH:12](C3C=C(OC)C(OC)=C(OC)C=3)[OH:13])[CH:8]=2)[CH:6]=[CH:5][CH:4]=[CH:3][CH:2]=1.[H-].[H-].[H-].[H-].[Li+].[Al+3]. Product: [C:1]1([C:7]2[S:11][CH:10]=[C:9]([CH:12]=[O:13])[CH:8]=2)[CH:6]=[CH:5][CH:4]=[CH:3][CH:2]=1. The catalyst class is: 1. (2) The catalyst class is: 851. Product: [CH2:33]([O:35][C:36](=[O:46])[C@@H:37]([NH:38][C:26](=[O:27])[CH2:25][CH:22]1[CH2:23][CH2:24][N:19]([C:18]2[CH:17]=[C:16]([CH3:29])[N:15]=[C:14]3[N:10]([C:6]4[C:5]([CH3:31])=[CH:4][C:3]([Br:2])=[CH:8][C:7]=4[CH3:9])[CH:11]=[C:12]([CH3:30])[C:13]=23)[CH2:20][CH2:21]1)[CH2:39][C:40]1[CH:45]=[CH:44][CH:43]=[CH:42][CH:41]=1)[CH3:34]. Reactant: Cl.[Br:2][C:3]1[CH:8]=[C:7]([CH3:9])[C:6]([N:10]2[C:14]3=[N:15][C:16]([CH3:29])=[CH:17][C:18]([N:19]4[CH2:24][CH2:23][CH:22]([CH2:25][C:26](O)=[O:27])[CH2:21][CH2:20]4)=[C:13]3[C:12]([CH3:30])=[CH:11]2)=[C:5]([CH3:31])[CH:4]=1.Cl.[CH2:33]([O:35][C:36](=[O:46])[C@H:37]([CH2:39][C:40]1[CH:45]=[CH:44][CH:43]=[CH:42][CH:41]=1)[NH2:38])[CH3:34].ON1C2C=CC=CC=2N=N1.Cl.CN(C)CCCN=C=NCC.